This data is from Forward reaction prediction with 1.9M reactions from USPTO patents (1976-2016). The task is: Predict the product of the given reaction. (1) Given the reactants [F:1][C:2]1[CH:7]=[CH:6][C:5]([C:8]2[CH:9]=[C:10]([C:23](O)=[O:24])[C:11]3[C:16]([C:17]4[CH:22]=[CH:21][CH:20]=[CH:19][CH:18]=4)=[N:15][NH:14][C:12]=3[N:13]=2)=[CH:4][C:3]=1[C:26]([O:28][CH3:29])=[O:27].[CH2:30]([NH2:45])[CH2:31][O:32][CH2:33][CH2:34][O:35][CH2:36][CH2:37][O:38][CH2:39][CH2:40][O:41][CH2:42][CH2:43][NH2:44], predict the reaction product. The product is: [F:1][C:2]1[CH:7]=[CH:6][C:5]([C:8]2[N:13]=[C:12]3[NH:14][N:15]=[C:16]([C:17]4[CH:18]=[CH:19][CH:20]=[CH:21][CH:22]=4)[C:11]3=[C:10]([C:23](=[O:24])[NH:44][CH2:43][CH2:42][O:41][CH2:40][CH2:39][O:38][CH2:37][CH2:36][O:35][CH2:34][CH2:33][O:32][CH2:31][CH2:30][NH:45][C:23]([C:10]3[CH:9]=[C:8]([C:5]4[CH:6]=[CH:7][C:2]([F:1])=[C:3]([C:26]([O:28][CH3:29])=[O:27])[CH:4]=4)[N:13]=[C:12]4[NH:14][N:15]=[C:16]([C:17]5[CH:18]=[CH:19][CH:20]=[CH:21][CH:22]=5)[C:11]=34)=[O:24])[CH:9]=2)=[CH:4][C:3]=1[C:26]([O:28][CH3:29])=[O:27]. (2) Given the reactants C(=O)([O-])[O-].[K+].[K+].C([O:10][C:11]([C:14]1[O:15][C:16]([C:19]2[CH:20]=[C:21]([C:25]3[CH:26]=[N:27][C:28]([NH:40][C:41]([NH:43][CH2:44][CH3:45])=[O:42])=[CH:29][C:30]=3[C:31]3[S:32][CH:33]=[C:34]([C:36]([F:39])([F:38])[F:37])[N:35]=3)[CH:22]=[N:23][CH:24]=2)=[N:17][N:18]=1)([CH3:13])[CH3:12])(=O)C, predict the reaction product. The product is: [CH2:44]([NH:43][C:41]([NH:40][C:28]1[N:27]=[CH:26][C:25]([C:21]2[CH:22]=[N:23][CH:24]=[C:19]([C:16]3[O:15][C:14]([C:11]([OH:10])([CH3:13])[CH3:12])=[N:18][N:17]=3)[CH:20]=2)=[C:30]([C:31]2[S:32][CH:33]=[C:34]([C:36]([F:37])([F:39])[F:38])[N:35]=2)[CH:29]=1)=[O:42])[CH3:45]. (3) Given the reactants [C:9](O[C:9]([O:11][C:12]([CH3:15])([CH3:14])[CH3:13])=[O:10])([O:11][C:12]([CH3:15])([CH3:14])[CH3:13])=[O:10].[C:16]([Si:20]([CH3:48])([CH3:47])[O:21][CH2:22][CH2:23][CH:24]1[NH:29][CH2:28][CH2:27][N:26]([CH:30]([CH2:35][C:36]2[CH:45]=[CH:44][C:43]3[C:38](=[CH:39][CH:40]=[CH:41][CH:42]=3)[CH:37]=2)[C:31]([NH:33][CH3:34])=[O:32])[C:25]1=O)([CH3:19])([CH3:18])[CH3:17].C(N(CC)CC)C, predict the reaction product. The product is: [C:12]([O:11][C:9]([N:29]1[CH2:28][CH2:27][N:26]([CH:30]([C:31](=[O:32])[NH:33][CH3:34])[CH2:35][C:36]2[CH:45]=[CH:44][C:43]3[C:38](=[CH:39][CH:40]=[CH:41][CH:42]=3)[CH:37]=2)[CH2:25][CH:24]1[CH2:23][CH2:22][O:21][Si:20]([C:16]([CH3:19])([CH3:18])[CH3:17])([CH3:48])[CH3:47])=[O:10])([CH3:13])([CH3:14])[CH3:15]. (4) Given the reactants Br[CH2:2][C:3]([C:5]1[CH:10]=[CH:9][CH:8]=[C:7]([CH3:11])[CH:6]=1)=[O:4].[OH2:12], predict the reaction product. The product is: [OH:12][CH2:2][C:3]([C:5]1[CH:10]=[CH:9][CH:8]=[C:7]([CH3:11])[CH:6]=1)=[O:4]. (5) Given the reactants [Cl-].[Mg+2].[Cl-].[CH2:4](N(CC)CC)C.C(C(CC)(C([O-])=O)C([O-])=O)C.[Cl:22][C:23]1[CH:31]=[C:30]([N+:32]([O-:34])=[O:33])[CH:29]=[CH:28][C:24]=1[C:25](Cl)=[O:26], predict the reaction product. The product is: [Cl:22][C:23]1[CH:31]=[C:30]([N+:32]([O-:34])=[O:33])[CH:29]=[CH:28][C:24]=1[C:25](=[O:26])[CH3:4]. (6) Given the reactants [CH3:1][N:2]1[C@@H:11]2[CH2:12][C:13]3[CH:18]=[CH:17][C:16]([OH:19])=[C:15]([OH:20])[C:14]=3[C:9]3[C:10]2=[C:5]([CH:6]=[CH:7][CH:8]=3)[CH2:4][CH2:3]1.O.[C:22]([OH:31])(=[O:30])[CH:23]([CH:25]([C:27]([OH:29])=[O:28])[OH:26])[OH:24], predict the reaction product. The product is: [CH3:1][N:2]1[C@@H:11]2[CH2:12][C:13]3[CH:18]=[CH:17][C:16]([OH:19])=[C:15]([OH:20])[C:14]=3[C:9]3[C:10]2=[C:5]([CH:6]=[CH:7][CH:8]=3)[CH2:4][CH2:3]1.[C:27]([CH:25]([CH:23]([C:22]([O-:31])=[O:30])[OH:24])[OH:26])([O-:29])=[O:28].[CH3:1][N:2]1[C@@H:11]2[CH2:12][C:13]3[CH:18]=[CH:17][C:16]([OH:19])=[C:15]([OH:20])[C:14]=3[C:9]3[C:10]2=[C:5]([CH:6]=[CH:7][CH:8]=3)[CH2:4][CH2:3]1. (7) Given the reactants Br[C:2]1[C:10]2[C:5](=[CH:6][CH:7]=[C:8]([CH:11]3[C:20]([C:21]#[N:22])=[C:19]([CH3:23])[N:18]4[C:13]([CH2:14][O:15][CH2:16][CH2:17]4)=[C:12]3[C:24]#[N:25])[CH:9]=2)[NH:4][N:3]=1.[F:26][C:27]1[N:32]=[CH:31][C:30](B(O)O)=[CH:29][CH:28]=1.C(=O)(O)[O-].[Na+], predict the reaction product. The product is: [F:26][C:27]1[N:32]=[CH:31][C:30]([C:2]2[C:10]3[C:5](=[CH:6][CH:7]=[C:8]([CH:11]4[C:20]([C:21]#[N:22])=[C:19]([CH3:23])[N:18]5[C:13]([CH2:14][O:15][CH2:16][CH2:17]5)=[C:12]4[C:24]#[N:25])[CH:9]=3)[NH:4][N:3]=2)=[CH:29][CH:28]=1.